From a dataset of Catalyst prediction with 721,799 reactions and 888 catalyst types from USPTO. Predict which catalyst facilitates the given reaction. (1) Reactant: [F:1][C:2]1[C:3]([NH:8][NH2:9])=[N:4][CH:5]=[CH:6][CH:7]=1.C(N(CC)CC)C.C[O:18][C:19](=O)[N:20]=[C:21](SC)[C:22]([C:36]1[CH:46]=[C:45]([O:47][CH3:48])[C:39]2[O:40][CH2:41][CH2:42][CH2:43][O:44][C:38]=2[CH:37]=1)=[N:23][C:24]1[CH:29]=[CH:28][C:27]([C:30]2[N:34]=[C:33]([CH3:35])[O:32][N:31]=2)=[CH:26][CH:25]=1. Product: [F:1][C:2]1[C:3]([N:8]2[C:19](=[O:18])[NH:20][C:21]([CH:22]([C:36]3[CH:46]=[C:45]([O:47][CH3:48])[C:39]4[O:40][CH2:41][CH2:42][CH2:43][O:44][C:38]=4[CH:37]=3)[NH:23][C:24]3[CH:25]=[CH:26][C:27]([C:30]4[N:34]=[C:33]([CH3:35])[O:32][N:31]=4)=[CH:28][CH:29]=3)=[N:9]2)=[N:4][CH:5]=[CH:6][CH:7]=1. The catalyst class is: 3. (2) The catalyst class is: 533. Product: [Br:8][C:6]1[CH:7]=[C:2]([C:27]2[CH:28]=[C:23]3[C:24](=[CH:25][CH:26]=2)[CH:29]=[N:33][CH:31]=[CH:32]3)[CH:3]=[N:4][CH:5]=1. Reactant: Br[C:2]1[CH:3]=[N:4][CH:5]=[C:6]([Br:8])[CH:7]=1.[C:24]1([CH3:29])[CH:25]=[CH:26][CH:27]=[CH:28][C:23]=1P([C:23]1[CH:28]=[CH:27][CH:26]=[CH:25][C:24]=1[CH3:29])[C:23]1[CH:28]=[CH:27][CH:26]=[CH:25][C:24]=1[CH3:29].[CH2:31]([N:33](CC)CC)[CH3:32].